From a dataset of Reaction yield outcomes from USPTO patents with 853,638 reactions. Predict the reaction yield, written as a fraction of the theoretical maximum amount of product (1.0 means a 100% yield; for example, 0.34 means a 34% yield). (1) The reactants are [CH2:1]([O:8][CH2:9][C@H:10]1[C@@H:14]([O:15][Si:16]([C:19]([CH3:22])([CH3:21])[CH3:20])([CH3:18])[CH3:17])[CH2:13][C@@H:12]([OH:23])[CH2:11]1)[C:2]1[CH:7]=[CH:6][CH:5]=[CH:4][CH:3]=1.N1C=CC=CC=1.[CH3:30][S:31](Cl)(=[O:33])=[O:32]. The catalyst is C(Cl)Cl.CN(C1C=CN=CC=1)C. The product is [CH3:30][S:31]([O:23][C@@H:12]1[CH2:13][C@H:14]([O:15][Si:16]([C:19]([CH3:20])([CH3:22])[CH3:21])([CH3:18])[CH3:17])[C@H:10]([CH2:9][O:8][CH2:1][C:2]2[CH:7]=[CH:6][CH:5]=[CH:4][CH:3]=2)[CH2:11]1)(=[O:33])=[O:32]. The yield is 0.550. (2) The reactants are [Br:1][C:2]1[CH:3]=[C:4]([N:8]2[C:12](C(O)=O)=[C:11]([CH3:16])[N:10]=[N:9]2)[CH:5]=[CH:6][CH:7]=1.[C:17]1([C@H:23]([OH:25])[CH3:24])[CH:22]=[CH:21][CH:20]=[CH:19][CH:18]=1.C([N:28]([CH2:31]C)CC)C.C1(P(N=[N+]=[N-])(C2C=CC=CC=2)=[O:40])C=CC=CC=1. The catalyst is C1(C)C=CC=CC=1. The product is [C:17]1([C@H:23]([O:25][C:31](=[O:40])[NH:28][C:12]2[N:8]([C:4]3[CH:5]=[CH:6][CH:7]=[C:2]([Br:1])[CH:3]=3)[N:9]=[N:10][C:11]=2[CH3:16])[CH3:24])[CH:22]=[CH:21][CH:20]=[CH:19][CH:18]=1. The yield is 0.660. (3) The reactants are I[C:2]1[CH:28]=[CH:27][C:5]2[N:6]([CH2:9][C:10]3[CH:26]=[CH:25][C:13]4[N:14]=[C:15]([NH:17][C@@H:18]5[CH2:23][CH2:22][CH2:21][CH2:20][C@H:19]5[OH:24])[S:16][C:12]=4[CH:11]=3)[CH:7]=[N:8][C:4]=2[CH:3]=1.[O:29]1[CH2:34][CH:33]=[C:32](B2OC(C)(C)C(C)(C)O2)[CH2:31][CH2:30]1.C([O-])([O-])=O.[Na+].[Na+].O1CCOCC1. The catalyst is C1C=CC(P(C2C=CC=CC=2)[C-]2C=CC=C2)=CC=1.C1C=CC(P(C2C=CC=CC=2)[C-]2C=CC=C2)=CC=1.Cl[Pd]Cl.[Fe+2].O. The product is [O:29]1[CH2:30][CH:31]=[C:32]([C:2]2[CH:28]=[CH:27][C:5]3[N:6]([CH2:9][C:10]4[CH:26]=[CH:25][C:13]5[N:14]=[C:15]([NH:17][C@@H:18]6[CH2:23][CH2:22][CH2:21][CH2:20][C@H:19]6[OH:24])[S:16][C:12]=5[CH:11]=4)[CH:7]=[N:8][C:4]=3[CH:3]=2)[CH2:33][CH2:34]1. The yield is 0.200. (4) The reactants are [F:1][C:2]([F:9])([F:8])[C:3]1([CH2:6][OH:7])[CH2:5][CH2:4]1.[CH3:10][C:11]1[CH:16]=[CH:15][C:14]([S:17](Cl)(=[O:19])=[O:18])=[CH:13][CH:12]=1. The catalyst is C(Cl)Cl.CN(C)C1C=CN=CC=1. The product is [CH3:10][C:11]1[CH:16]=[CH:15][C:14]([S:17]([O:7][CH2:6][C:3]2([C:2]([F:9])([F:8])[F:1])[CH2:5][CH2:4]2)(=[O:19])=[O:18])=[CH:13][CH:12]=1. The yield is 0.810.